This data is from Catalyst prediction with 721,799 reactions and 888 catalyst types from USPTO. The task is: Predict which catalyst facilitates the given reaction. Reactant: [CH3:1][O:2][C:3](=[O:33])[CH:4]=[CH:5][C:6]1[N:7]([CH2:11][C:12]2[CH:17]=[CH:16][C:15]([CH2:18][CH2:19][CH2:20][C:21]3[N:22]=[C:23]([C:27]4[CH:32]=[CH:31][CH:30]=[CH:29][CH:28]=4)[O:24][C:25]=3[CH3:26])=[CH:14][CH:13]=2)[CH:8]=[CH:9][CH:10]=1. Product: [CH3:1][O:2][C:3](=[O:33])[CH2:4][CH2:5][C:6]1[N:7]([CH2:11][C:12]2[CH:17]=[CH:16][C:15]([CH2:18][CH2:19][CH2:20][C:21]3[N:22]=[C:23]([C:27]4[CH:28]=[CH:29][CH:30]=[CH:31][CH:32]=4)[O:24][C:25]=3[CH3:26])=[CH:14][CH:13]=2)[CH:8]=[CH:9][CH:10]=1. The catalyst class is: 403.